From a dataset of Reaction yield outcomes from USPTO patents with 853,638 reactions. Predict the reaction yield, written as a fraction of the theoretical maximum amount of product (1.0 means a 100% yield; for example, 0.34 means a 34% yield). (1) The reactants are C(OC(=O)[NH:7][CH2:8][C:9]1[C:14]([C:15]2[CH:20]=[CH:19][C:18]([Cl:21])=[CH:17][C:16]=2[Cl:22])=[CH:13][N:12]2[C:23]([N:26]3[CH2:31][CH2:30][NH:29][CH2:28][CH2:27]3)=[CH:24][N:25]=[C:11]2[CH:10]=1)(C)(C)C.[C:33](Cl)(=[O:35])[CH3:34].N1C=CC=CC=1. The catalyst is C(Cl)Cl.CN(C1C=CN=CC=1)C. The product is [NH2:7][CH2:8][C:9]1[C:14]([C:15]2[CH:20]=[CH:19][C:18]([Cl:21])=[CH:17][C:16]=2[Cl:22])=[CH:13][N:12]2[C:23]([N:26]3[CH2:27][CH2:28][N:29]([C:33](=[O:35])[CH3:34])[CH2:30][CH2:31]3)=[CH:24][N:25]=[C:11]2[CH:10]=1. The yield is 0.570. (2) The reactants are [F:1][C:2]1[CH:7]=[CH:6][CH:5]=[C:4]([F:8])[C:3]=1[N:9]1[C:14]2[N:15]=[C:16]([NH:30][CH2:31][CH2:32][N:33]([CH3:35])[CH3:34])[N:17]=[C:18]([C:19]3[CH:20]=[C:21]([CH:25]=[C:26]([F:29])[C:27]=3[CH3:28])[C:22]([OH:24])=O)[C:13]=2[CH2:12][NH:11][C:10]1=[O:36].CN.[CH2:39]([N:41](CC)CC)C.CN(C(ON1N=NC2C=CC=CC1=2)=[N+](C)C)C.F[P-](F)(F)(F)(F)F. The catalyst is C(Cl)Cl. The product is [F:1][C:2]1[CH:7]=[CH:6][CH:5]=[C:4]([F:8])[C:3]=1[N:9]1[C:14]2[N:15]=[C:16]([NH:30][CH2:31][CH2:32][N:33]([CH3:35])[CH3:34])[N:17]=[C:18]([C:19]3[CH:20]=[C:21]([CH:25]=[C:26]([F:29])[C:27]=3[CH3:28])[C:22]([NH:41][CH3:39])=[O:24])[C:13]=2[CH2:12][NH:11][C:10]1=[O:36]. The yield is 0.540. (3) The reactants are [OH:1][C@@H:2]([CH2:11][C:12]1[CH:17]=[CH:16][CH:15]=[CH:14][CH:13]=1)[C:3]([N:5]1[CH2:10][CH2:9][O:8][CH2:7][CH2:6]1)=[O:4].[OH-].[Li+]. No catalyst specified. The product is [CH:12]1([CH2:11][C@H:2]([OH:1])[C:3]([N:5]2[CH2:6][CH2:7][O:8][CH2:9][CH2:10]2)=[O:4])[CH2:17][CH2:16][CH2:15][CH2:14][CH2:13]1. The yield is 0.460. (4) The reactants are [Cl:1][C:2]1[N:7]=[C:6](I)[C:5]([NH2:9])=[CH:4][CH:3]=1.[F:10][C:11]1[CH:19]=[CH:18][CH:17]=[C:16]2[C:12]=1[CH:13]=[C:14](B1OC(C)(C)C(C)(C)O1)[NH:15]2.C([O-])([O-])=O.[Cs+].[Cs+]. The catalyst is O1CCOCC1.O.[Pd](Cl)Cl.C(P(C(C)(C)C)[C-]1C=CC=C1)(C)(C)C.[C-]1(P(C(C)(C)C)C(C)(C)C)C=CC=C1.[Fe+2]. The product is [Cl:1][C:2]1[N:7]=[C:6]([C:14]2[NH:15][C:16]3[C:12]([CH:13]=2)=[C:11]([F:10])[CH:19]=[CH:18][CH:17]=3)[C:5]([NH2:9])=[CH:4][CH:3]=1. The yield is 0.900.